Dataset: Full USPTO retrosynthesis dataset with 1.9M reactions from patents (1976-2016). Task: Predict the reactants needed to synthesize the given product. Given the product [C:10]([C:7]1[N:8]=[CH:9][C:4]([N:1]2[C:13](=[O:32])[C:15]3([CH2:18][CH2:17][CH2:16]3)[N:19]([C:20]3[CH:29]=[CH:28][C:23]([C:24]([NH:26][CH3:27])=[O:25])=[C:22]([F:30])[CH:21]=3)[C:2]2=[S:3])=[CH:5][C:6]=1[CH3:12])#[N:11], predict the reactants needed to synthesize it. The reactants are: [N:1]([C:4]1[CH:5]=[C:6]([CH3:12])[C:7]([C:10]#[N:11])=[N:8][CH:9]=1)=[C:2]=[S:3].[C:13]([C:15]1([NH:19][C:20]2[CH:29]=[CH:28][C:23]([C:24]([NH:26][CH3:27])=[O:25])=[C:22]([F:30])[CH:21]=2)[CH2:18][CH2:17][CH2:16]1)#N.C[OH:32].Cl.